This data is from Forward reaction prediction with 1.9M reactions from USPTO patents (1976-2016). The task is: Predict the product of the given reaction. (1) Given the reactants [NH2:1][C:2]1[NH:3][N:4]([C:7]2[CH:12]=[CH:11][C:10]([O:13][CH2:14][C:15]3[CH:20]=[CH:19][CH:18]=[CH:17][CH:16]=3)=[CH:9][C:8]=2[F:21])[CH2:5][CH:6]=1, predict the reaction product. The product is: [NH2:1][C:2]1[CH:6]=[CH:5][N:4]([C:7]2[CH:12]=[CH:11][C:10]([O:13][CH2:14][C:15]3[CH:20]=[CH:19][CH:18]=[CH:17][CH:16]=3)=[CH:9][C:8]=2[F:21])[N:3]=1. (2) Given the reactants C1C(=O)N([Br:8])C(=O)C1.C1COCC1.[CH3:14][C:15]1[O:19][C:18]([C:20]2[N:21]=[C:22]([NH2:29])[C:23]3[CH:28]=[CH:27][S:26][C:24]=3[N:25]=2)=[CH:17][CH:16]=1, predict the reaction product. The product is: [Br:8][C:27]1[S:26][C:24]2[N:25]=[C:20]([C:18]3[O:19][C:15]([CH3:14])=[CH:16][CH:17]=3)[N:21]=[C:22]([NH2:29])[C:23]=2[CH:28]=1. (3) Given the reactants [C:1]([C:3]1[C@@H:8]([C:9]2[CH:14]=[CH:13][C:12]([C:15]#[N:16])=[CH:11][C:10]=2[S:17]([CH3:20])(=[O:19])=[O:18])[N:7]([C:21](OC2C=CC([N+]([O-])=O)=CC=2)=[O:22])[C:6](=[O:33])[N:5]([C:34]2[CH:39]=[CH:38][CH:37]=[C:36]([C:40]([F:43])([F:42])[F:41])[CH:35]=2)[C:4]=1[CH3:44])#[N:2].[NH2:45][CH2:46][CH2:47][O:48][CH2:49][CH2:50][OH:51], predict the reaction product. The product is: [C:1]([C:3]1[C@@H:8]([C:9]2[CH:14]=[CH:13][C:12]([C:15]#[N:16])=[CH:11][C:10]=2[S:17]([CH3:20])(=[O:19])=[O:18])[N:7]([C:21]([NH:45][CH2:46][CH2:47][O:48][CH2:49][CH2:50][OH:51])=[O:22])[C:6](=[O:33])[N:5]([C:34]2[CH:39]=[CH:38][CH:37]=[C:36]([C:40]([F:42])([F:43])[F:41])[CH:35]=2)[C:4]=1[CH3:44])#[N:2]. (4) Given the reactants [CH:1]1([CH:4]([O:6][C:7]2[CH:8]=[C:9]([CH:14]=[CH:15][CH:16]=2)[C:10](OC)=[O:11])[CH3:5])[CH2:3][CH2:2]1.[BH4-].[Li+], predict the reaction product. The product is: [CH:1]1([CH:4]([O:6][C:7]2[CH:8]=[C:9]([CH2:10][OH:11])[CH:14]=[CH:15][CH:16]=2)[CH3:5])[CH2:3][CH2:2]1. (5) Given the reactants Br[C:2]1[CH:25]=[CH:24][C:5]2[C:6]3[N:10]([CH2:11][CH2:12][O:13][C:4]=2[CH:3]=1)[CH:9]=[C:8]([C:14]1[N:18]([CH:19]([CH3:21])[CH3:20])[N:17]=[C:16]([CH2:22][OH:23])[N:15]=1)[N:7]=3.CC(OI1(OC(C)=O)(OC(C)=O)OC(=O)C2C=CC=CC1=2)=O, predict the reaction product. The product is: [N:7]1[C:8]([C:14]2[N:18]([CH:19]([CH3:20])[CH3:21])[N:17]=[C:16]([CH:22]=[O:23])[N:15]=2)=[CH:9][N:10]2[C:6]=1[C:5]1[CH:24]=[CH:25][CH:2]=[CH:3][C:4]=1[O:13][CH2:12][CH2:11]2.